This data is from Catalyst prediction with 721,799 reactions and 888 catalyst types from USPTO. The task is: Predict which catalyst facilitates the given reaction. (1) Reactant: [CH3:1][C:2]1[C:3]([O:13][CH2:14][CH2:15][C@@H:16]2[CH2:18][C@@H:17]2[CH:19]2[CH2:24][CH2:23][N:22]([C:25]([O:27][CH2:28][C:29]3C=CC=C[CH:30]=3)=[O:26])[CH2:21][CH2:20]2)=[N:4][CH:5]=[C:6]([N:8]2[CH:12]=[N:11][N:10]=[N:9]2)[CH:7]=1.[CH3:35]CO. Product: [CH3:1][C:2]1[C:3]([O:13][CH2:14][CH2:15][C@@H:16]2[CH2:18][C@@H:17]2[CH:19]2[CH2:24][CH2:23][N:22]([C:25]([O:27][C:28]3([CH3:35])[CH2:30][CH2:29]3)=[O:26])[CH2:21][CH2:20]2)=[N:4][CH:5]=[C:6]([N:8]2[CH:12]=[N:11][N:10]=[N:9]2)[CH:7]=1. The catalyst class is: 45. (2) Reactant: [C:1]([O:7][CH2:8][CH3:9])(=O)[CH2:2][C:3](C)=O.Cl.[Br:11][C:12]1[CH:17]=[CH:16][C:15]([NH:18][NH2:19])=[CH:14][CH:13]=1. Product: [CH2:8]([O:7][C:1]1[N:18]([C:15]2[CH:16]=[CH:17][C:12]([Br:11])=[CH:13][CH:14]=2)[N:19]=[CH:3][CH:2]=1)[CH3:9]. The catalyst class is: 15. (3) Reactant: [Br:1][C:2]1[CH:7]=[CH:6][C:5]([CH2:8][CH3:9])=[C:4]([N+:10]([O-])=O)[CH:3]=1.[CH:13]([Mg]Br)=[CH2:14]. Product: [Br:1][C:2]1[CH:7]=[CH:6][C:5]([CH2:8][CH3:9])=[C:4]2[C:3]=1[CH:13]=[CH:14][NH:10]2. The catalyst class is: 20. (4) Reactant: CO[C:3]([C:5]1[C:6]([OH:38])=[C:7]2[C:12](=[C:13]([C:15]3[CH:16]=[N:17][C:18]([O:21][CH2:22][CH3:23])=[N:19][CH:20]=3)[N:14]=1)[N:11](CC1C=CC=CC=1)[C:10](=[O:31])[C:9]([C:32]1[CH:37]=[CH:36][CH:35]=[CH:34][CH:33]=1)=[CH:8]2)=[O:4].[NH2:39][CH2:40][CH2:41][C:42]([OH:44])=[O:43].C[O-].[Na+]. Product: [CH2:9]([N:14]1[C:13]([C:15]2[CH:20]=[N:19][C:18]([O:21][CH2:22][CH3:23])=[N:17][CH:16]=2)=[C:12]2[C:7](=[CH:8][CH:9]([C:32]3[CH:33]=[CH:34][CH:35]=[CH:36][CH:37]=3)[C:10](=[O:31])[NH:11]2)[C:3]([OH:4])=[C:5]1[C:6]([NH:39][CH2:40][CH2:41][C:42]([OH:44])=[O:43])=[O:38])[C:32]1[CH:37]=[CH:36][CH:35]=[CH:34][CH:33]=1. The catalyst class is: 250. (5) Reactant: [Cl:1][C:2]1[CH:3]=[CH:4][C:5]([N:13]2[CH2:18][CH2:17][N:16]([CH2:19][C:20]([C:22]3[CH:23]=[CH:24][C:25]4[O:30][CH2:29][C:28](=[O:31])[NH:27][C:26]=4[CH:32]=3)=[O:21])[CH2:15][CH2:14]2)=[C:6]2[C:11]=1[N:10]=[C:9]([CH3:12])[CH:8]=[CH:7]2.[BH4-].[Na+]. Product: [ClH:1].[Cl:1][C:2]1[CH:3]=[CH:4][C:5]([N:13]2[CH2:14][CH2:15][N:16]([CH2:19][CH:20]([C:22]3[CH:23]=[CH:24][C:25]4[O:30][CH2:29][C:28](=[O:31])[NH:27][C:26]=4[CH:32]=3)[OH:21])[CH2:17][CH2:18]2)=[C:6]2[C:11]=1[N:10]=[C:9]([CH3:12])[CH:8]=[CH:7]2. The catalyst class is: 5.